This data is from Catalyst prediction with 721,799 reactions and 888 catalyst types from USPTO. The task is: Predict which catalyst facilitates the given reaction. (1) Reactant: [Cl:1][C:2]1[C:3]([CH2:11][CH2:12][OH:13])=[C:4]([CH2:8][CH2:9][OH:10])[S:5][C:6]=1[Cl:7].C(N(CC)CC)C.[CH3:21][S:22](Cl)(=[O:24])=[O:23]. Product: [Cl:1][C:2]1[C:3]([CH2:11][CH2:12][O:13][S:22]([CH3:21])(=[O:24])=[O:23])=[C:4]([CH2:8][CH2:9][O:10][S:22]([CH3:21])(=[O:24])=[O:23])[S:5][C:6]=1[Cl:7]. The catalyst class is: 2. (2) Reactant: [C:1]([O:5][C:6](=[O:22])[N:7]([CH2:11][CH2:12][C:13]1[CH:18]=[CH:17][C:16]([Cl:19])=[C:15]([CH:20]=O)[CH:14]=1)[CH:8]1[CH2:10][CH2:9]1)([CH3:4])([CH3:3])[CH3:2].[CH:23]1([NH2:26])[CH2:25][CH2:24]1.[BH4-].[Na+]. Product: [C:1]([O:5][C:6](=[O:22])[N:7]([CH2:11][CH2:12][C:13]1[CH:18]=[CH:17][C:16]([Cl:19])=[C:15]([CH2:20][NH:26][CH:23]2[CH2:25][CH2:24]2)[CH:14]=1)[CH:8]1[CH2:10][CH2:9]1)([CH3:4])([CH3:3])[CH3:2]. The catalyst class is: 5. (3) Reactant: [CH:1]([S:4]([C:7]1[CH:12]=[CH:11][C:10]([C:13]2[N:14]=[C:15]3[C:21]([N:22]4[CH2:30][C:29]5[C:24](=[CH:25][CH:26]=[C:27]([C:31]#[N:32])[CH:28]=5)[C:23]4=[O:33])=[CH:20][N:19]([C:34]([C:47]4[CH:52]=[CH:51][CH:50]=[CH:49][CH:48]=4)([C:41]4[CH:46]=[CH:45][CH:44]=[CH:43][CH:42]=4)[C:35]4[CH:40]=[CH:39][CH:38]=[CH:37][CH:36]=4)[C:16]3=[N:17][CH:18]=2)=[CH:9][CH:8]=1)(=[O:6])=[O:5])([CH3:3])[CH3:2].[BH4-].[Na+].O. Product: [NH2:32][CH2:31][C:27]1[CH:28]=[C:29]2[C:24](=[CH:25][CH:26]=1)[C:23](=[O:33])[N:22]([C:21]1[C:15]3[C:16](=[N:17][CH:18]=[C:13]([C:10]4[CH:9]=[CH:8][C:7]([S:4]([CH:1]([CH3:3])[CH3:2])(=[O:6])=[O:5])=[CH:12][CH:11]=4)[N:14]=3)[N:19]([C:34]([C:47]3[CH:48]=[CH:49][CH:50]=[CH:51][CH:52]=3)([C:35]3[CH:36]=[CH:37][CH:38]=[CH:39][CH:40]=3)[C:41]3[CH:46]=[CH:45][CH:44]=[CH:43][CH:42]=3)[CH:20]=1)[CH2:30]2. The catalyst class is: 61. (4) Reactant: C(O[C:4](=[O:42])[CH2:5][CH2:6][CH2:7][N:8]1[C:12]2[N:13]=[C:14]([CH3:41])[N:15]=[C:16]([NH:17][CH2:18][C@@H:19]([C:34]([O:36][C:37]([CH3:40])([CH3:39])[CH3:38])=[O:35])[NH:20][S:21]([C:24]3[C:33]4[C:28](=[CH:29][CH:30]=[CH:31][CH:32]=4)[CH:27]=[CH:26][CH:25]=3)(=[O:23])=[O:22])[C:11]=2[CH:10]=[CH:9]1)C.[NH:43]1[CH2:48][CH2:47][CH2:46][N:45]=[C:44]1[NH2:49]. Product: [C:37]([O:36][C:34](=[O:35])[C@@H:19]([NH:20][S:21]([C:24]1[C:33]2[C:28](=[CH:29][CH:30]=[CH:31][CH:32]=2)[CH:27]=[CH:26][CH:25]=1)(=[O:22])=[O:23])[CH2:18][NH:17][C:16]1[C:11]2[CH:10]=[CH:9][N:8]([CH2:7][CH2:6][CH2:5][C:4](=[O:42])[NH:49][C:44]3[NH:45][CH2:46][CH2:47][CH2:48][N:43]=3)[C:12]=2[N:13]=[C:14]([CH3:41])[N:15]=1)([CH3:38])([CH3:39])[CH3:40]. The catalyst class is: 3.